Dataset: Forward reaction prediction with 1.9M reactions from USPTO patents (1976-2016). Task: Predict the product of the given reaction. (1) Given the reactants [OH:1][CH2:2][CH2:3][N:4]1[CH2:12][C:11]2[C:6](=[CH:7][CH:8]=[C:9](I)[CH:10]=2)[C:5]1=[O:14].C[O:16][CH:17](OC)[C:18]1[S:19][CH:20]=[CH:21][CH:22]=1, predict the reaction product. The product is: [OH:1][CH2:2][CH2:3][N:4]1[CH2:12][C:11]2[C:6](=[CH:7][CH:8]=[C:9]([C:20]3[S:19][C:18]([CH:17]=[O:16])=[CH:22][CH:21]=3)[CH:10]=2)[C:5]1=[O:14]. (2) Given the reactants [H-].[Na+].CS(C)=O.[C:7]([O:11][C:12](=[O:51])[NH:13][C:14]1[CH:19]=[CH:18][CH:17]=[C:16]([O:20][CH2:21][CH2:22][CH2:23][N:24]([CH2:39][C:40]2[CH:45]=[CH:44][CH:43]=[C:42]([C:46]([F:49])([F:48])[F:47])[C:41]=2[Cl:50])[CH2:25][CH:26]([C:33]2[CH:38]=[CH:37][CH:36]=[CH:35][CH:34]=2)[C:27]2[CH:32]=[CH:31][CH:30]=[CH:29][CH:28]=2)[CH:15]=1)([CH3:10])([CH3:9])[CH3:8].[CH3:52][O:53][C:54](=[O:57])[CH2:55]Br, predict the reaction product. The product is: [CH3:52][O:53][C:54](=[O:57])[CH2:55][N:13]([C:12]([O:11][C:7]([CH3:10])([CH3:8])[CH3:9])=[O:51])[C:14]1[CH:19]=[CH:18][CH:17]=[C:16]([O:20][CH2:21][CH2:22][CH2:23][N:24]([CH2:39][C:40]2[CH:45]=[CH:44][CH:43]=[C:42]([C:46]([F:48])([F:49])[F:47])[C:41]=2[Cl:50])[CH2:25][CH:26]([C:33]2[CH:34]=[CH:35][CH:36]=[CH:37][CH:38]=2)[C:27]2[CH:32]=[CH:31][CH:30]=[CH:29][CH:28]=2)[CH:15]=1.